From a dataset of Catalyst prediction with 721,799 reactions and 888 catalyst types from USPTO. Predict which catalyst facilitates the given reaction. (1) Reactant: [NH2:1][C:2]1[N:6]([C:7]2[C:12]([Cl:13])=[CH:11][C:10]([C:14]([F:17])([F:16])[F:15])=[CH:9][C:8]=2[Cl:18])[N:5]=[C:4]([C:19]#[N:20])[CH:3]=1.[I:21]N1C(=O)CCC1=O. Product: [NH2:1][C:2]1[N:6]([C:7]2[C:8]([Cl:18])=[CH:9][C:10]([C:14]([F:16])([F:15])[F:17])=[CH:11][C:12]=2[Cl:13])[N:5]=[C:4]([C:19]#[N:20])[C:3]=1[I:21]. The catalyst class is: 53. (2) Reactant: [OH:1][C@@H:2]1[CH2:6][CH2:5][N:4]([C:7]([O:9][CH2:10][C:11]2[CH:16]=[CH:15][C:14]([N+:17]([O-:19])=[O:18])=[CH:13][CH:12]=2)=[O:8])[CH2:3]1.[CH3:20][S:21](Cl)(=[O:23])=[O:22].C(N(CC)CC)C. Product: [CH3:20][S:21]([O:1][C@@H:2]1[CH2:6][CH2:5][N:4]([C:7]([O:9][CH2:10][C:11]2[CH:16]=[CH:15][C:14]([N+:17]([O-:19])=[O:18])=[CH:13][CH:12]=2)=[O:8])[CH2:3]1)(=[O:23])=[O:22]. The catalyst class is: 2. (3) Reactant: [Cl:1][C:2]1[CH:7]=[CH:6][C:5]([C:8]2(O)[CH2:13][CH2:12][N:11](CCCC=C3C4C(=NC=CC=4)OC4C=CC=C(OC)C=4C3)[CH2:10][CH2:9]2)=[CH:4][CH:3]=1.[N-:36]=[N+:37]=[N-:38].[Na+].B(F)(F)F. The catalyst class is: 12. Product: [N:36]([C:8]1([C:5]2[CH:6]=[CH:7][C:2]([Cl:1])=[CH:3][CH:4]=2)[CH2:13][CH2:12][NH:11][CH2:10][CH2:9]1)=[N+:37]=[N-:38].